Task: Regression/Classification. Given a drug SMILES string, predict its toxicity properties. Task type varies by dataset: regression for continuous values (e.g., LD50, hERG inhibition percentage) or binary classification for toxic/non-toxic outcomes (e.g., AMES mutagenicity, cardiotoxicity, hepatotoxicity). Dataset: ld50_zhu.. Dataset: Acute oral toxicity (LD50) regression data from Zhu et al. (1) The rat oral LD50 is 2.59, given as -log10 of the dose in mol/kg body weight (higher means more acutely toxic). The drug is Nn1cnc2cc3ccccc3cc2c1=O. (2) The compound is O=c1c(F)cn(C2CCCO2)c(=O)n1C1CCCO1. The rat oral LD50 is 2.19, given as -log10 of the dose in mol/kg body weight (higher means more acutely toxic). (3) The compound is CCCCC=CCCCCCCO. The rat oral LD50 is 1.20, given as -log10 of the dose in mol/kg body weight (higher means more acutely toxic). (4) The compound is C=C(C)C1CC=C(C)CC1. The rat oral LD50 is 1.49, given as -log10 of the dose in mol/kg body weight (higher means more acutely toxic). (5) The molecule is CCCCCCCCCCCCCCCCCCOC(=O)Cc1ccc(N(CCCl)CCCl)cc1. The rat oral LD50 is 3.42, given as -log10 of the dose in mol/kg body weight (higher means more acutely toxic). (6) The compound is Nc1ccc(Br)cc1. The rat oral LD50 is 2.58, given as -log10 of the dose in mol/kg body weight (higher means more acutely toxic).